From a dataset of Forward reaction prediction with 1.9M reactions from USPTO patents (1976-2016). Predict the product of the given reaction. (1) Given the reactants C(OC([NH:8][C:9]1[C:14]([C:15](O)=[O:16])=[C:13]([Cl:18])[N:12]=[C:11]([Cl:19])[CH:10]=1)=O)(C)(C)C.C(N1C=CN=C1)([N:22]1C=CN=C1)=O, predict the reaction product. The product is: [NH2:8][C:9]1[CH:10]=[C:11]([Cl:19])[N:12]=[C:13]([Cl:18])[C:14]=1[C:15]([NH2:22])=[O:16]. (2) Given the reactants [Cl:1][C:2]1[C:3]([C:9]2[CH:14]=[CH:13][CH:12]=[C:11]([NH:15][CH2:16][C:17]3([C:23]#[N:24])[CH2:22][CH2:21][O:20][CH2:19][CH2:18]3)[N:10]=2)=[CH:4][C:5](F)=[N:6][CH:7]=1.C(=O)([O-])[O-].[K+].[K+].[NH2:31][C@H:32]1[CH2:37][CH2:36][C@H:35]([NH:38][CH2:39][C:40]([CH3:46])([OH:45])[C:41]([F:44])([F:43])[F:42])[CH2:34][CH2:33]1, predict the reaction product. The product is: [Cl:1][C:2]1[C:3]([C:9]2[CH:14]=[CH:13][CH:12]=[C:11]([NH:15][CH2:16][C:17]3([C:23]#[N:24])[CH2:22][CH2:21][O:20][CH2:19][CH2:18]3)[N:10]=2)=[CH:4][C:5]([NH:31][C@H:32]2[CH2:33][CH2:34][C@H:35]([NH:38][CH2:39][C:40]([OH:45])([CH3:46])[C:41]([F:43])([F:44])[F:42])[CH2:36][CH2:37]2)=[N:6][CH:7]=1. (3) Given the reactants [CH3:1][O:2][C:3]1[CH:11]=[CH:10][C:6]([C:7]([OH:9])=[O:8])=[C:5]([CH3:12])[C:4]=1[CH3:13].[CH:14]([Li])(CC)C.CI.O, predict the reaction product. The product is: [CH2:12]([C:5]1[C:4]([CH3:13])=[C:3]([O:2][CH3:1])[CH:11]=[CH:10][C:6]=1[C:7]([OH:9])=[O:8])[CH3:14]. (4) Given the reactants FC(F)(F)S(O[CH:7]([C:12]1[CH:13]=[N:14][C:15]([Cl:18])=[CH:16][CH:17]=1)[C:8]([F:11])([F:10])[F:9])(=O)=O.C([O-])([O-])=O.[K+].[K+].[NH:27]1[CH2:31][CH2:30][C@H:29]([NH:32][C:33](=[O:39])[O:34][C:35]([CH3:38])([CH3:37])[CH3:36])[CH2:28]1.O, predict the reaction product. The product is: [Cl:18][C:15]1[N:14]=[CH:13][C:12]([CH:7]([N:27]2[CH2:31][CH2:30][C@H:29]([NH:32][C:33](=[O:39])[O:34][C:35]([CH3:37])([CH3:36])[CH3:38])[CH2:28]2)[C:8]([F:11])([F:10])[F:9])=[CH:17][CH:16]=1. (5) Given the reactants [CH:1]([O:4][C:5]1[CH:10]=[CH:9][C:8]([C:11]2[O:15][N:14]=[C:13]3[C:16]4[C:21]([CH2:22][CH2:23][C:12]=23)=[CH:20][C:19]([CH:24]=C)=[CH:18][CH:17]=4)=[CH:7][C:6]=1[C:26]([F:29])([F:28])[F:27])([CH3:3])[CH3:2].C[N+]1([O-])CC[O:34]CC1.I([O-])(=O)(=O)=O.[Na+], predict the reaction product. The product is: [CH:1]([O:4][C:5]1[CH:10]=[CH:9][C:8]([C:11]2[O:15][N:14]=[C:13]3[C:16]4[C:21]([CH2:22][CH2:23][C:12]=23)=[CH:20][C:19]([CH:24]=[O:34])=[CH:18][CH:17]=4)=[CH:7][C:6]=1[C:26]([F:28])([F:27])[F:29])([CH3:3])[CH3:2]. (6) Given the reactants [S:1]1[CH:5]=C[C:3]([CH2:6][NH:7][C:8]2[CH:15]=[CH:14][C:13]([C:16]([F:19])([F:18])[F:17])=[CH:12][C:9]=2[C:10]#[N:11])=[CH:2]1.[CH3:20]C(C)([O-])C.[K+].Br[CH2:27][C:28]([O:30][C:31]([CH3:34])([CH3:33])[CH3:32])=[O:29].C(OCC)(=O)C, predict the reaction product. The product is: [C:31]([O:30][C:28]([C:27]1[N:7]([C:6]2[CH:3]=[CH:2][S:1][CH:5]=2)[C:8]2[C:9]([C:10]=1[NH2:11])=[C:12]([CH3:20])[C:13]([C:16]([F:17])([F:18])[F:19])=[CH:14][CH:15]=2)=[O:29])([CH3:34])([CH3:33])[CH3:32].